Dataset: Forward reaction prediction with 1.9M reactions from USPTO patents (1976-2016). Task: Predict the product of the given reaction. (1) Given the reactants [C:1]1([C:7]2[NH:11][N:10]=[C:9]([NH2:12])[CH:8]=2)[CH:6]=[CH:5][CH:4]=[CH:3][CH:2]=1.CN1[CH2:19][CH2:18][O:17]CC1.[C:20](Cl)(=[O:22])[CH3:21], predict the reaction product. The product is: [C:20]([N:10]1[C:9]([NH:12][C:18](=[O:17])[CH3:19])=[CH:8][C:7]([C:1]2[CH:2]=[CH:3][CH:4]=[CH:5][CH:6]=2)=[N:11]1)(=[O:22])[CH3:21]. (2) Given the reactants [OH:1][CH:2]([CH:6]([OH:31])[C:7]1[CH:12]=[CH:11][C:10]([C:13]2[N:17]([C:18]3[CH:23]=[CH:22][C:21]([O:24][CH:25]([CH3:27])[CH3:26])=[C:20]([C:28]#[N:29])[CH:19]=3)[CH2:16][O:15][N:14]=2)=[C:9]([CH3:30])[CH:8]=1)[C:3]([O-:5])=[O:4].C(OC1C=CC(C2N=C(C3C=CC(CCC(OC)=O)=CC=3C)ON=2)=CC=1C(F)(F)F)(C)C, predict the reaction product. The product is: [OH:1][CH:2]([CH:6]([OH:31])[C:7]1[CH:12]=[CH:11][C:10]([C:13]2[N:17]([C:18]3[CH:23]=[CH:22][C:21]([O:24][CH:25]([CH3:27])[CH3:26])=[C:20]([C:28]#[N:29])[CH:19]=3)[CH2:16][O:15][N:14]=2)=[C:9]([CH3:30])[CH:8]=1)[C:3]([OH:5])=[O:4]. (3) Given the reactants [CH2:1]([N:5]1[C:13]2[C:8](=[CH:9][CH:10]=[CH:11][CH:12]=2)[C:7]([OH:23])([CH2:14][C:15](=[O:22])[C:16]2[CH:21]=[CH:20][CH:19]=[CH:18][N:17]=2)[C:6]1=[O:24])[CH2:2][CH2:3]C.[Cl:25]C1C=C2C(=CC=1)N(CCC)C(=O)C2=O.C(C1C=CC=CN=1)(=O)C, predict the reaction product. The product is: [Cl:25][C:10]1[CH:9]=[C:8]2[C:13](=[CH:12][CH:11]=1)[N:5]([CH2:1][CH2:2][CH3:3])[C:6](=[O:24])[C:7]2([OH:23])[CH2:14][C:15](=[O:22])[C:16]1[CH:21]=[CH:20][CH:19]=[CH:18][N:17]=1. (4) Given the reactants [CH2:1]([NH:3][C:4]1[CH:9]=[CH:8][C:7]([CH3:10])=[C:6]([F:11])[CH:5]=1)[CH3:2].Br.Br[CH2:14][CH2:15][NH2:16], predict the reaction product. The product is: [CH2:1]([N:3]([C:4]1[CH:9]=[CH:8][C:7]([CH3:10])=[C:6]([F:11])[CH:5]=1)[CH2:14][CH2:15][NH2:16])[CH3:2]. (5) Given the reactants [Cl:1][C:2]1[CH:3]=[C:4]([CH2:9][CH2:10][CH:11]=O)[CH:5]=[CH:6][C:7]=1[Cl:8].[CH3:13][C:14]([S@@:17]([NH2:19])=[O:18])([CH3:16])[CH3:15].[O-]S([O-])(=O)=O.[Mg+2], predict the reaction product. The product is: [Cl:1][C:2]1[CH:3]=[C:4]([CH2:9][CH2:10]/[CH:11]=[N:19]/[S@:17]([C:14]([CH3:16])([CH3:15])[CH3:13])=[O:18])[CH:5]=[CH:6][C:7]=1[Cl:8].